Dataset: Peptide-MHC class II binding affinity with 134,281 pairs from IEDB. Task: Regression. Given a peptide amino acid sequence and an MHC pseudo amino acid sequence, predict their binding affinity value. This is MHC class II binding data. (1) The peptide sequence is YITQCFLPVFLAQPP. The MHC is HLA-DQA10102-DQB10602 with pseudo-sequence HLA-DQA10102-DQB10602. The binding affinity (normalized) is 0.850. (2) The peptide sequence is QNSNEVQEVFAKAFAYYIEP. The MHC is DRB1_1101 with pseudo-sequence DRB1_1101. The binding affinity (normalized) is 0.936. (3) The peptide sequence is AASIIGILHLILWIL. The MHC is DRB1_0101 with pseudo-sequence DRB1_0101. The binding affinity (normalized) is 0.124. (4) The peptide sequence is GEYQIVDKIDAAFKI. The MHC is DRB4_0101 with pseudo-sequence DRB4_0103. The binding affinity (normalized) is 0.603. (5) The peptide sequence is RMRRPTGKVTLEADV. The MHC is HLA-DQA10201-DQB10301 with pseudo-sequence HLA-DQA10201-DQB10301. The binding affinity (normalized) is 0.545.